This data is from Peptide-MHC class I binding affinity with 185,985 pairs from IEDB/IMGT. The task is: Regression. Given a peptide amino acid sequence and an MHC pseudo amino acid sequence, predict their binding affinity value. This is MHC class I binding data. (1) The peptide sequence is SPVTVKNVF. The MHC is HLA-B07:02 with pseudo-sequence HLA-B07:02. The binding affinity (normalized) is 0.807. (2) The peptide sequence is LAVMGDAAW. The binding affinity (normalized) is 0.669. The MHC is HLA-B57:01 with pseudo-sequence HLA-B57:01. (3) The peptide sequence is NHDGIQAGV. The MHC is HLA-A03:01 with pseudo-sequence HLA-A03:01. The binding affinity (normalized) is 0.0847. (4) The binding affinity (normalized) is 0.0847. The MHC is HLA-A03:01 with pseudo-sequence HLA-A03:01. The peptide sequence is VAPMVGGMM.